Dataset: Forward reaction prediction with 1.9M reactions from USPTO patents (1976-2016). Task: Predict the product of the given reaction. (1) The product is: [CH:1]([C:4]1[N:5]([CH2:18][C:19]2[CH:38]=[CH:37][C:22]([CH2:23][O:24][C:25]3[CH:30]=[CH:29][C:28]([CH2:31][CH2:32][C:33]([OH:35])=[O:34])=[CH:27][CH:26]=3)=[CH:21][CH:20]=2)[N:6]=[C:7]([C:9]2[CH:14]=[CH:13][CH:12]=[CH:11][CH:10]=2)[CH:8]=1)([CH3:3])[CH3:2]. Given the reactants [CH:1]([C:4]1[CH:8]=[C:7]([C:9]2[CH:14]=[CH:13][CH:12]=[CH:11][CH:10]=2)[NH:6][N:5]=1)([CH3:3])[CH3:2].[H-].[Na+].Cl[CH2:18][C:19]1[CH:38]=[CH:37][C:22]([CH2:23][O:24][C:25]2[CH:30]=[CH:29][C:28]([CH2:31][CH2:32][C:33]([O:35]C)=[O:34])=[CH:27][CH:26]=2)=[CH:21][CH:20]=1.Cl, predict the reaction product. (2) Given the reactants [CH3:1][C:2]1[C:7]([O:8][C:9]2[C:10]([NH:22][C:23]3[S:27][N:26]=[C:25]([C@@:28]4([CH3:35])[CH2:32][O:31]C(C)(C)[O:29]4)[N:24]=3)=[N:11][CH:12]=[C:13]([S:15][C:16]3[CH:21]=[CH:20][CH:19]=[CH:18][N:17]=3)[CH:14]=2)=[CH:6][CH:5]=[CH:4][N:3]=1.[ClH:36], predict the reaction product. The product is: [ClH:36].[CH3:1][C:2]1[C:7]([O:8][C:9]2[C:10]([NH:22][C:23]3[S:27][N:26]=[C:25]([C@@:28]([OH:29])([CH3:35])[CH2:32][OH:31])[N:24]=3)=[N:11][CH:12]=[C:13]([S:15][C:16]3[CH:21]=[CH:20][CH:19]=[CH:18][N:17]=3)[CH:14]=2)=[CH:6][CH:5]=[CH:4][N:3]=1.